From a dataset of Full USPTO retrosynthesis dataset with 1.9M reactions from patents (1976-2016). Predict the reactants needed to synthesize the given product. (1) Given the product [CH3:1][O:2][C:3](=[O:10])[CH:4]=[CH:5][CH:6]=[CH:7][CH2:8][S:17]([C:11]1[CH:16]=[CH:15][CH:14]=[CH:13][CH:12]=1)(=[O:19])=[O:18], predict the reactants needed to synthesize it. The reactants are: [CH3:1][O:2][C:3](=[O:10])[CH:4]=[CH:5][CH:6]=[CH:7][CH2:8]Br.[C:11]1([S:17]([O-:19])=[O:18])[CH:16]=[CH:15][CH:14]=[CH:13][CH:12]=1.[Na+]. (2) Given the product [CH2:1]([O:8][C:9]1[C:17]([CH3:18])=[CH:16][C:12]([C:13]([NH:47][NH2:55])=[O:14])=[CH:11][C:10]=1[CH2:19][CH3:20])[C:2]1[CH:7]=[CH:6][CH:5]=[CH:4][CH:3]=1, predict the reactants needed to synthesize it. The reactants are: [CH2:1]([O:8][C:9]1[C:17]([CH3:18])=[CH:16][C:12]([C:13](O)=[O:14])=[CH:11][C:10]=1[CH2:19][CH3:20])[C:2]1[CH:7]=[CH:6][CH:5]=[CH:4][CH:3]=1.CCN(C(C)C)C(C)C.C1CN([P+](O[N:47]2[N:55]=NC3C=CC=CC2=3)(N2CCCC2)N2CCCC2)CC1.F[P-](F)(F)(F)(F)F.NN. (3) Given the product [CH3:11][NH:12][C:7](=[O:9])[CH2:6][CH2:5][CH2:4][N+:1]([O-:3])=[O:2], predict the reactants needed to synthesize it. The reactants are: [N+:1]([CH2:4][CH2:5][CH2:6][C:7]([O:9]C)=O)([O-:3])=[O:2].[CH3:11][NH2:12]. (4) Given the product [CH3:1][O:2][C:3](=[O:36])[C:4]1[CH:9]=[CH:8][C:7]([Cl:10])=[CH:6][CH:5]=1, predict the reactants needed to synthesize it. The reactants are: [CH3:1][O:2][C:3](=[O:36])[C:4]1[CH:9]=[CH:8][C:7]([Cl:10])=[C:6](NC(C2C(=O)OC=C3C=C4NC(S(C)(=O)=O)(C(N)=N)C=CC4=NC=23)=O)[CH:5]=1.C([Si](C)(C)OCCN)(C)(C)C. (5) Given the product [F:3][C:4]1[CH:5]=[C:6]2[CH:12]=[CH:11][N:10]([NH2:14])[C:7]2=[N:8][CH:9]=1, predict the reactants needed to synthesize it. The reactants are: [H-].[Na+].[F:3][C:4]1[CH:5]=[C:6]2[CH:12]=[CH:11][NH:10][C:7]2=[N:8][CH:9]=1.C[N:14](C=O)C. (6) Given the product [C:23]([NH:22][S:19]([C:12]1[CH:11]=[C:10]([C:9]#[C:8][C:4]2[CH:3]=[C:2]([NH:1][C:32](=[O:33])[O:31][C:27]([CH3:30])([CH3:29])[CH3:28])[CH:7]=[CH:6][CH:5]=2)[CH:15]=[C:14]([N+:16]([O-:18])=[O:17])[CH:13]=1)(=[O:20])=[O:21])([CH3:26])([CH3:25])[CH3:24], predict the reactants needed to synthesize it. The reactants are: [NH2:1][C:2]1[CH:3]=[C:4]([C:8]#[C:9][C:10]2[CH:11]=[C:12]([S:19]([NH:22][C:23]([CH3:26])([CH3:25])[CH3:24])(=[O:21])=[O:20])[CH:13]=[C:14]([N+:16]([O-:18])=[O:17])[CH:15]=2)[CH:5]=[CH:6][CH:7]=1.[C:27]([O:31][C:32](O[C:32]([O:31][C:27]([CH3:30])([CH3:29])[CH3:28])=[O:33])=[O:33])([CH3:30])([CH3:29])[CH3:28].C(N(CC)C(C)C)(C)C.